Dataset: Full USPTO retrosynthesis dataset with 1.9M reactions from patents (1976-2016). Task: Predict the reactants needed to synthesize the given product. The reactants are: [C:1]([O:4]C(=O)C)(=O)[CH3:2].[CH2:8]([O:15][C:16]1[CH:21]=[CH:20][C:19]([NH2:22])=[C:18]([CH3:23])[CH:17]=1)[C:9]1[CH:14]=[CH:13][CH:12]=[CH:11][CH:10]=1.[N:24](OC(C)(C)C)=O. Given the product [CH2:8]([O:15][C:16]1[CH:17]=[C:18]2[C:19](=[CH:20][CH:21]=1)[N:22]([C:1](=[O:4])[CH3:2])[N:24]=[CH:23]2)[C:9]1[CH:10]=[CH:11][CH:12]=[CH:13][CH:14]=1, predict the reactants needed to synthesize it.